Dataset: NCI-60 drug combinations with 297,098 pairs across 59 cell lines. Task: Regression. Given two drug SMILES strings and cell line genomic features, predict the synergy score measuring deviation from expected non-interaction effect. (1) Drug 1: CC1=C2C(C(=O)C3(C(CC4C(C3C(C(C2(C)C)(CC1OC(=O)C(C(C5=CC=CC=C5)NC(=O)OC(C)(C)C)O)O)OC(=O)C6=CC=CC=C6)(CO4)OC(=O)C)O)C)O. Drug 2: CCN(CC)CCNC(=O)C1=C(NC(=C1C)C=C2C3=C(C=CC(=C3)F)NC2=O)C. Cell line: ACHN. Synergy scores: CSS=20.6, Synergy_ZIP=-1.76, Synergy_Bliss=4.81, Synergy_Loewe=6.14, Synergy_HSA=5.69. (2) Drug 1: C1=CC(=CC=C1CCC2=CNC3=C2C(=O)NC(=N3)N)C(=O)NC(CCC(=O)O)C(=O)O. Drug 2: C1=CC=C(C=C1)NC(=O)CCCCCCC(=O)NO. Cell line: MDA-MB-435. Synergy scores: CSS=22.8, Synergy_ZIP=2.42, Synergy_Bliss=5.53, Synergy_Loewe=-2.45, Synergy_HSA=6.35.